From a dataset of Reaction yield outcomes from USPTO patents with 853,638 reactions. Predict the reaction yield, written as a fraction of the theoretical maximum amount of product (1.0 means a 100% yield; for example, 0.34 means a 34% yield). (1) The yield is 0.820. The product is [CH3:1][C:2]1[CH:7]=[CH:6][C:5]([S:8]([O:11][CH2:12][C:13]2([CH3:24])[CH2:17][C:16]3[CH:18]=[C:19]([Cl:23])[CH:20]=[C:21]([O:22][S:27]([C:26]([F:39])([F:38])[F:25])(=[O:29])=[O:28])[C:15]=3[O:14]2)(=[O:9])=[O:10])=[CH:4][CH:3]=1. The reactants are [CH3:1][C:2]1[CH:7]=[CH:6][C:5]([S:8]([O:11][CH2:12][C:13]2([CH3:24])[CH2:17][C:16]3[CH:18]=[C:19]([Cl:23])[CH:20]=[C:21]([OH:22])[C:15]=3[O:14]2)(=[O:10])=[O:9])=[CH:4][CH:3]=1.[F:25][C:26]([F:39])([F:38])[S:27](O[S:27]([C:26]([F:39])([F:38])[F:25])(=[O:29])=[O:28])(=[O:29])=[O:28].C(N(C(C)C)CC)(C)C.CC1C=CC(S(OCC2CC3C=CC(C4C=CC=CC=4)=CC=3O2)(=O)=O)=CC=1. No catalyst specified. (2) The reactants are [CH2:1]([C:3]1[NH:4][C:5]2[C:10]([CH:11]=1)=[CH:9][CH:8]=[C:7]([O:12][CH3:13])[CH:6]=2)[CH3:2].[C:14](O[C:14]([C:16]([F:19])([F:18])[F:17])=[O:15])([C:16]([F:19])([F:18])[F:17])=[O:15].[CH3:27]I.[H-].[Na+]. The catalyst is C1COCC1. The product is [CH2:1]([C:3]1[N:4]([CH3:27])[C:5]2[C:10]([C:11]=1[C:14](=[O:15])[C:16]([F:19])([F:18])[F:17])=[CH:9][CH:8]=[C:7]([O:12][CH3:13])[CH:6]=2)[CH3:2]. The yield is 0.730. (3) The reactants are O([C:9]1[CH:18]=[CH:17][C:16]2[C:11](=[CH:12][CH:13]=[CH:14][CH:15]=2)[C:10]=1[N+:19]([O-:21])=[O:20])S(C(F)(F)F)(=O)=O.[NH2:22][C:23]1[CH:28]=[CH:27][C:26]([NH:29][C:30](=[O:36])[O:31][C:32]([CH3:35])([CH3:34])[CH3:33])=[CH:25][CH:24]=1. No catalyst specified. The product is [N+:19]([C:10]1[C:11]2[C:16](=[CH:15][CH:14]=[CH:13][CH:12]=2)[CH:17]=[CH:18][C:9]=1[NH:22][C:23]1[CH:24]=[CH:25][C:26]([NH:29][C:30]([O:31][C:32]([CH3:35])([CH3:34])[CH3:33])=[O:36])=[CH:27][CH:28]=1)([O-:21])=[O:20]. The yield is 0.810. (4) The reactants are [Li+].C[Si]([N-][Si](C)(C)C)(C)C.[N:11]1[CH:16]=[CH:15][C:14]([CH3:17])=[CH:13][CH:12]=1.[Br:18][C:19]1[CH:20]=[C:21]([CH:26]=[CH:27][CH:28]=1)[C:22](OC)=[O:23]. The catalyst is C1COCC1. The product is [Br:18][C:19]1[CH:20]=[C:21]([C:22](=[O:23])[CH2:17][C:14]2[CH:15]=[CH:16][N:11]=[CH:12][CH:13]=2)[CH:26]=[CH:27][CH:28]=1. The yield is 0.930. (5) The reactants are C([N:8]1[CH:12]=[CH:11][N:10]=[C:9]1[CH:13]1[C:18]2=[N:19][NH:20][C:21](=[O:26])[C:22]3[CH:23]=[CH:24][CH:25]=[C:16]([C:17]=32)[NH:15][CH:14]1[C:27]1[CH:32]=[CH:31][CH:30]=[CH:29][CH:28]=1)C1C=CC=CC=1. The catalyst is [OH-].[OH-].[Pd+2].CO. The product is [NH:10]1[CH:11]=[CH:12][N:8]=[C:9]1[CH:13]1[C:18]2=[N:19][NH:20][C:21](=[O:26])[C:22]3[CH:23]=[CH:24][CH:25]=[C:16]([C:17]=32)[NH:15][CH:14]1[C:27]1[CH:32]=[CH:31][CH:30]=[CH:29][CH:28]=1. The yield is 0.720. (6) The reactants are [CH3:1][N:2]1[CH2:8][CH2:7][CH2:6][N:5]([C:9]2[S:13][C:12]([C:14]([O:16]CC)=O)=[CH:11][CH:10]=2)[CH2:4][CH2:3]1.[CH3:19][O:20][C:21]1[CH:22]=[C:23]([CH2:29][CH2:30][C:31]2[CH:32]=[C:33]([NH2:36])[NH:34][N:35]=2)[CH:24]=[C:25]([O:27][CH3:28])[CH:26]=1.C[Al](C)C. The catalyst is C1(C)C=CC=CC=1. The product is [CH3:28][O:27][C:25]1[CH:24]=[C:23]([CH2:29][CH2:30][C:31]2[CH:32]=[C:33]([NH:36][C:14]([C:12]3[S:13][C:9]([N:5]4[CH2:6][CH2:7][CH2:8][N:2]([CH3:1])[CH2:3][CH2:4]4)=[CH:10][CH:11]=3)=[O:16])[NH:34][N:35]=2)[CH:22]=[C:21]([O:20][CH3:19])[CH:26]=1. The yield is 0.460. (7) The reactants are O1C2C=CC(N3CCNCC3)=CC=2OCC1.C(O)(=O)C(O)=O.[O:23]1[C:28]2[CH:29]=[CH:30][C:31]([N:33]3[CH2:38][CH2:37][N:36]([CH2:39][C:40]4[CH:45]=[CH:44][C:43]([F:46])=[CH:42][CH:41]=4)[CH2:35][CH2:34]3)=[CH:32][C:27]=2[O:26][CH2:25][CH2:24]1.C(=O)([O-])[O-].[K+].[K+].FC1C=CC(CCl)=CC=1. The catalyst is CC#N. The product is [O:23]1[C:28]2[CH:29]=[CH:30][C:31]([N:33]3[CH2:34][CH2:35][N:36]([CH2:39][C:40]4[CH:45]=[CH:44][C:43]([F:46])=[CH:42][CH:41]=4)[CH2:37][CH2:38]3)=[CH:32][C:27]=2[O:26][CH2:25][CH2:24]1. The yield is 0.340. (8) The reactants are C[O:2][C:3](=[O:40])[C:4]([CH3:39])([CH3:38])[CH2:5][CH2:6][CH2:7][C:8]1[CH:13]=[CH:12][C:11]([C:14]([N:16]2[C:25]3[C:20](=[CH:21][CH:22]=[CH:23][CH:24]=3)[C@H:19]([N:26]([C:34](=[O:36])[CH3:35])[C:27]3[CH:32]=[CH:31][C:30]([Cl:33])=[CH:29][CH:28]=3)[CH2:18][C@@H:17]2[CH3:37])=[O:15])=[CH:10][CH:9]=1.[OH-].[Na+]. The catalyst is CO.O1CCCC1.O. The product is [C:34]([N:26]([C:27]1[CH:28]=[CH:29][C:30]([Cl:33])=[CH:31][CH:32]=1)[C@H:19]1[C:20]2[C:25](=[CH:24][CH:23]=[CH:22][CH:21]=2)[N:16]([C:14]([C:11]2[CH:12]=[CH:13][C:8]([CH2:7][CH2:6][CH2:5][C:4]([CH3:39])([CH3:38])[C:3]([OH:40])=[O:2])=[CH:9][CH:10]=2)=[O:15])[C@@H:17]([CH3:37])[CH2:18]1)(=[O:36])[CH3:35]. The yield is 0.600. (9) The reactants are P(Cl)(Cl)(Cl)=O.[CH3:6][N:7]1[C:11]2=[N:12][CH:13]=[CH:14][CH:15]=[C:10]2[CH:9]=[CH:8]1.[C:16](=O)(O)[O-:17].[Na+]. The catalyst is CN(C=O)C. The product is [CH3:6][N:7]1[C:11]2=[N:12][CH:13]=[CH:14][CH:15]=[C:10]2[C:9]([CH:16]=[O:17])=[CH:8]1. The yield is 0.830.